This data is from Forward reaction prediction with 1.9M reactions from USPTO patents (1976-2016). The task is: Predict the product of the given reaction. Given the reactants Br[CH2:2][C:3]1[CH:12]=[C:11]([OH:13])[CH:10]=[C:9]2[C:4]=1[CH2:5][CH:6]([C:17]1[CH:22]=[CH:21][C:20]([OH:23])=[CH:19][CH:18]=1)[CH:7]1[CH2:16][CH2:15][CH2:14][CH:8]12.[Li][N:25]=[N+:26]=[N-:27], predict the reaction product. The product is: [N:25]([CH2:2][C:3]1[CH:12]=[C:11]([OH:13])[CH:10]=[C:9]2[C:4]=1[CH2:5][CH:6]([C:17]1[CH:22]=[CH:21][C:20]([OH:23])=[CH:19][CH:18]=1)[CH:7]1[CH2:16][CH2:15][CH2:14][CH:8]12)=[N+:26]=[N-:27].